This data is from Kir2.1 potassium channel HTS with 301,493 compounds. The task is: Binary Classification. Given a drug SMILES string, predict its activity (active/inactive) in a high-throughput screening assay against a specified biological target. The molecule is O=C(N1CCOCCOCCOCC1)C(NC(OCc1ccccc1)=O)C(C)C. The result is 0 (inactive).